Task: Predict the reaction yield, written as a fraction of the theoretical maximum amount of product (1.0 means a 100% yield; for example, 0.34 means a 34% yield).. Dataset: Reaction yield outcomes from USPTO patents with 853,638 reactions (1) The reactants are [CH3:1][CH:2]([CH2:7][C:8]([CH3:11])([CH3:10])[CH3:9])[CH2:3][PH:4](=[O:6])[OH:5].[CH3:12][CH2:13][C:14]([CH2:22][O:23][CH2:24][CH:25]=[CH2:26])([CH2:17][O:18][CH2:19][CH:20]=[CH2:21])[CH2:15][OH:16]. The catalyst is C(OOC(CC)(C)C)(CC)(C)C. The product is [OH:16][CH2:15][C:14]([CH2:17][O:18][CH2:19][CH2:20][CH2:21][P:4]([OH:6])([CH2:3][CH:2]([CH3:1])[CH2:7][C:8]([CH3:10])([CH3:9])[CH3:11])=[O:5])([CH2:13][CH3:12])[CH2:22][O:23][CH2:24][CH2:25][CH2:26][P:4]([CH2:3][CH:2]([CH3:1])[CH2:7][C:8]([CH3:10])([CH3:9])[CH3:11])(=[O:5])[OH:6]. The yield is 1.00. (2) The reactants are [NH2:1][CH:2]([C:4]1[N:8]([C:9]2[CH:14]=[CH:13][C:12]([CH2:15][CH2:16][NH:17][C:18]([NH:20][S:21]([C:24]3[CH:29]=[CH:28][C:27]([CH3:30])=[CH:26][CH:25]=3)(=[O:23])=[O:22])=[O:19])=[CH:11][CH:10]=2)[C:7]2[CH:31]=[C:32]([Cl:39])[C:33]([C:35]([F:38])([F:37])[F:36])=[CH:34][C:6]=2[N:5]=1)[CH3:3].[C:40](Cl)(=[O:42])[CH3:41].O. The catalyst is C(Cl)Cl. The product is [Cl:39][C:32]1[C:33]([C:35]([F:36])([F:38])[F:37])=[CH:34][C:6]2[N:5]=[C:4]([CH:2]([NH:1][C:40](=[O:42])[CH3:41])[CH3:3])[N:8]([C:9]3[CH:14]=[CH:13][C:12]([CH2:15][CH2:16][NH:17][C:18]([NH:20][S:21]([C:24]4[CH:29]=[CH:28][C:27]([CH3:30])=[CH:26][CH:25]=4)(=[O:23])=[O:22])=[O:19])=[CH:11][CH:10]=3)[C:7]=2[CH:31]=1. The yield is 0.530. (3) The catalyst is CO.O1CCOCC1.O. The reactants are [C:1](Cl)(=[O:3])C.[O:5]1[CH2:9][CH2:8][NH:7][CH2:6]1.C([O-])(O)=[O:11].[Na+].ClC(O[CH2:19][C:20]1C=CC=C[CH:21]=1)=O. The product is [CH3:6][O:5][C:9](=[O:11])[C@:8]([CH2:21][CH:20]=[CH2:19])([CH2:1][OH:3])[NH2:7]. The yield is 0.580. (4) The reactants are [NH:1]1[CH2:5][CH2:4][C@@H:3]([N:6]2[CH:10]=[C:9]([O:11][C:12]3[N:13]=[C:14]([OH:22])[C:15]4[CH:21]=[CH:20][N:19]=[CH:18][C:16]=4[N:17]=3)[CH:8]=[N:7]2)[CH2:2]1.Br[CH2:24][C:25]1[CH:30]=[CH:29][CH:28]=[CH:27][CH:26]=1. No catalyst specified. The product is [CH2:24]([N:1]1[CH2:5][CH2:4][C@@H:3]([N:6]2[CH:10]=[C:9]([O:11][C:12]3[N:13]=[C:14]([OH:22])[C:15]4[CH:21]=[CH:20][N:19]=[CH:18][C:16]=4[N:17]=3)[CH:8]=[N:7]2)[CH2:2]1)[C:25]1[CH:30]=[CH:29][CH:28]=[CH:27][CH:26]=1. The yield is 0.180.